Dataset: Forward reaction prediction with 1.9M reactions from USPTO patents (1976-2016). Task: Predict the product of the given reaction. The product is: [OH:8][CH2:9][C:10]1[CH:11]=[C:12]([C:16]2[N:21]=[C:20]([C:22]([NH:24][C:25]3[C:26]([CH3:36])=[CH:27][C:28]([C:32]([O:34][CH3:35])=[O:33])=[N:29][C:30]=3[CH3:31])=[O:23])[C:19]([CH3:37])=[CH:18][CH:17]=2)[CH:13]=[CH:14][CH:15]=1. Given the reactants [Si]([O:8][CH2:9][C:10]1[CH:11]=[C:12]([C:16]2[N:21]=[C:20]([C:22]([NH:24][C:25]3[C:26]([CH3:36])=[CH:27][C:28]([C:32]([O:34][CH3:35])=[O:33])=[N:29][C:30]=3[CH3:31])=[O:23])[C:19]([CH3:37])=[CH:18][CH:17]=2)[CH:13]=[CH:14][CH:15]=1)(C(C)(C)C)(C)C.[N+](CCCC)(CCCC)(CCCC)CCCC.[F-], predict the reaction product.